Dataset: Full USPTO retrosynthesis dataset with 1.9M reactions from patents (1976-2016). Task: Predict the reactants needed to synthesize the given product. (1) Given the product [CH2:16]([O:19][CH:20]1[CH2:25][CH2:24][N:23]([CH2:2][CH2:3][CH2:4][N:5]2[C:14]3[C:9](=[CH:10][CH:11]=[CH:12][CH:13]=3)[CH2:8][CH2:7][C:6]2=[O:15])[CH2:22][CH2:21]1)[CH2:17][CH3:18], predict the reactants needed to synthesize it. The reactants are: Cl[CH2:2][CH2:3][CH2:4][N:5]1[C:14]2[C:9](=[CH:10][CH:11]=[CH:12][CH:13]=2)[CH2:8][CH2:7][C:6]1=[O:15].[CH2:16]([O:19][CH:20]1[CH2:25][CH2:24][NH:23][CH2:22][CH2:21]1)[CH2:17][CH3:18].C(=O)([O-])[O-].[K+].[K+].[I-].[Na+]. (2) The reactants are: [C:1]([NH2:5])([CH3:4])([CH3:3])[CH3:2].CCN(C(C)C)C(C)C.[Cl:15][CH2:16][C:17](Cl)=[O:18]. Given the product [C:1]([NH:5][C:17](=[O:18])[CH2:16][Cl:15])([CH3:4])([CH3:3])[CH3:2], predict the reactants needed to synthesize it. (3) Given the product [C:30]1([NH:36][C:7]([C:6]2[C:11]([NH:10][C:9]([C:12]3[N:13]([C:18]4[C:23]([Cl:24])=[CH:22][CH:21]=[CH:20][N:19]=4)[N:14]=[C:15]([Cl:17])[CH:16]=3)=[O:8])=[C:2]([Cl:1])[CH:3]=[C:4]3[C:5]=2[NH:26][N:27]=[CH:28]3)=[O:25])([CH:33]2[CH2:35][CH2:34]2)[CH2:32][CH2:31]1, predict the reactants needed to synthesize it. The reactants are: [Cl:1][C:2]1[CH:3]=[C:4]2[CH:28]=[N:27][NH:26][C:5]2=[C:6]2[C:11]=1[N:10]=[C:9]([C:12]1[N:13]([C:18]3[C:23]([Cl:24])=[CH:22][CH:21]=[CH:20][N:19]=3)[N:14]=[C:15]([Cl:17])[CH:16]=1)[O:8][C:7]2=[O:25].Cl.[C:30]1([NH2:36])([CH:33]2[CH2:35][CH2:34]2)[CH2:32][CH2:31]1.C(N(CC)CC)C.